Dataset: Reaction yield outcomes from USPTO patents with 853,638 reactions. Task: Predict the reaction yield, written as a fraction of the theoretical maximum amount of product (1.0 means a 100% yield; for example, 0.34 means a 34% yield). (1) The reactants are [Br:1][C:2]1[CH:10]=[C:9]2[C:5]([C:6]([NH2:12])=[N:7][N:8]2[CH3:11])=[CH:4][CH:3]=1.[O:13]1[CH2:18][CH2:17][C:16](=O)[CH2:15][CH2:14]1.C([BH3-])#N.[Na+]. The catalyst is C(O)(=O)C.CO. The product is [Br:1][C:2]1[CH:10]=[C:9]2[C:5]([C:6]([NH:12][CH:16]3[CH2:17][CH2:18][O:13][CH2:14][CH2:15]3)=[N:7][N:8]2[CH3:11])=[CH:4][CH:3]=1. The yield is 0.840. (2) The reactants are [CH2:1]([O:3][C@H:4]1[CH2:9][CH2:8][C@H:7]([N:10]2[CH2:15][CH2:14][CH:13]([NH:16][C:17]3[CH:22]=[C:21]([CH3:23])[CH:20]=[CH:19][C:18]=3[N+:24]([O-])=O)[CH2:12][CH2:11]2)[CH2:6][CH2:5]1)[CH3:2].O.NN. The catalyst is C(O)C.[Ni]. The product is [NH2:24][C:18]1[CH:19]=[CH:20][C:21]([CH3:23])=[CH:22][C:17]=1[NH:16][CH:13]1[CH2:12][CH2:11][N:10]([C@H:7]2[CH2:8][CH2:9][C@H:4]([O:3][CH2:1][CH3:2])[CH2:5][CH2:6]2)[CH2:15][CH2:14]1. The yield is 1.00. (3) The reactants are [O:1]=[C:2]1[C:10]2([C:14]3=[CH:15][C:16]4[O:20][CH2:19][O:18][C:17]=4[CH:21]=[C:13]3[O:12][CH2:11]2)[C:9]2[C:4](=[CH:5][CH:6]=[CH:7][CH:8]=2)[N:3]1[CH2:22][C:23](O)=O.[F:26][C:27]1[CH:28]=[C:29]([NH2:34])[C:30]([NH2:33])=[CH:31][CH:32]=1. The catalyst is C1(C)C=CC=CC=1.O. The product is [F:26][C:27]1[CH:32]=[CH:31][C:30]2[NH:33][C:23]([CH2:22][N:3]3[C:4]4[C:9](=[CH:8][CH:7]=[CH:6][CH:5]=4)[C:10]4([C:14]5=[CH:15][C:16]6[O:20][CH2:19][O:18][C:17]=6[CH:21]=[C:13]5[O:12][CH2:11]4)[C:2]3=[O:1])=[N:34][C:29]=2[CH:28]=1. The yield is 0.220.